This data is from Full USPTO retrosynthesis dataset with 1.9M reactions from patents (1976-2016). The task is: Predict the reactants needed to synthesize the given product. (1) Given the product [Cl:23][C:2]1[O:6][N:5]=[C:4]([C:7]2[CH:12]=[CH:11][CH:10]=[CH:9][CH:8]=2)[C:3]=1[C:13]1[CH:18]=[CH:17][C:16]([S:19][CH3:20])=[CH:15][CH:14]=1, predict the reactants needed to synthesize it. The reactants are: O[C:2]1[O:6][N:5]=[C:4]([C:7]2[CH:12]=[CH:11][CH:10]=[CH:9][CH:8]=2)[C:3]=1[C:13]1[CH:18]=[CH:17][C:16]([S:19][CH3:20])=[CH:15][CH:14]=1.O=P(Cl)(Cl)[Cl:23]. (2) Given the product [NH:40]1[CH:41]=[CH:42][N:38]=[C:39]1[NH:43][C:44]([C:46]1[C:54]2[N:53]=[C:52]([NH:55][C:11]([C:10]3[N:5]4[CH:6]=[CH:7][CH:8]=[CH:9][C:4]4=[N:3][C:2]=3[CH3:1])=[O:13])[NH:51][C:50]=2[CH:49]=[CH:48][CH:47]=1)=[O:45], predict the reactants needed to synthesize it. The reactants are: [CH3:1][C:2]1[NH:3][CH:4]2[CH:9]=[CH:8][CH:7]=[CH:6][N:5]2[C:10]=1[C:11]([OH:13])=O.CN(C(ON1N=NC2C=CC=CC1=2)=[N+](C)C)C.F[P-](F)(F)(F)(F)F.[NH:38]1[CH:42]=[CH:41][N:40]=[C:39]1[NH:43][C:44]([C:46]1[C:54]2[NH:53][C:52]([NH2:55])=[N:51][C:50]=2[CH:49]=[CH:48][CH:47]=1)=[O:45]. (3) Given the product [Cl:30][C:31]1[CH:54]=[CH:53][C:34]([CH2:35][N:36]2[C:44]3[C:39](=[CH:40][C:41]([C:45]([OH:47])=[O:46])=[CH:42][CH:43]=3)[C:38]([CH3:51])=[C:37]2[CH3:52])=[CH:33][C:32]=1[O:55][C@@H:56]([CH3:61])[C:57]([O:59][CH3:60])=[O:58], predict the reactants needed to synthesize it. The reactants are: ClC1C=CC(O[C@@H](C)C(OC)=O)=CC=1CN1C2C(=CC(C(O)=O)=CC=2)C(C)=C1C.[Cl:30][C:31]1[CH:54]=[CH:53][C:34]([CH2:35][N:36]2[C:44]3[C:39](=[CH:40][C:41]([C:45]([O:47]CC=C)=[O:46])=[CH:42][CH:43]=3)[C:38]([CH3:51])=[C:37]2[CH3:52])=[CH:33][C:32]=1[O:55][C@@H:56]([CH3:61])[C:57]([O:59][CH3:60])=[O:58]. (4) Given the product [CH:1]1([N:2]2[C:10]([C:11]([NH:13][CH2:14][CH:15]3[CH2:17][CH2:16]3)=[O:12])=[N:9][C:8]3[C:3]2=[N:4][CH:5]=[N:6][C:7]=3[N:18]2[CH2:23][CH2:22][CH:21]([N:24]3[C:28]4[CH:29]=[CH:30][CH:31]=[CH:32][C:27]=4[NH:26][C:25]3=[O:33])[CH2:20][CH2:19]2)[CH2:35][CH2:34]1, predict the reactants needed to synthesize it. The reactants are: [CH3:1][N:2]1[C:10]([C:11]([NH:13][CH2:14][CH:15]2[CH2:17][CH2:16]2)=[O:12])=[N:9][C:8]2[C:3]1=[N:4][CH:5]=[N:6][C:7]=2[N:18]1[CH2:23][CH2:22][CH:21]([N:24]2[C:28]3[CH:29]=[CH:30][CH:31]=[CH:32][C:27]=3[NH:26][C:25]2=[O:33])[CH2:20][CH2:19]1.[CH:34]1(N2C(C(O)=O)=NC3C2=NC=NC=3N2CCC(N3C4C=CC=CC=4NC3=O)CC2)C[CH2:35]1.C1(N)CC1.CN(C(ON1N=NC2C=CC=NC1=2)=[N+](C)C)C.F[P-](F)(F)(F)(F)F.C(N(C(C)C)CC)(C)C. (5) Given the product [CH3:1][O:2][P:3]([CH:7]([O:11][CH3:12])[C:8]([Cl:21])=[O:9])([O:5][CH3:6])=[O:4], predict the reactants needed to synthesize it. The reactants are: [CH3:1][O:2][P:3]([CH:7]([O:11][CH3:12])[C:8](O)=[O:9])([O:5][CH3:6])=[O:4].CN(C=O)C.C(Cl)(=O)C([Cl:21])=O. (6) Given the product [Cl:17][C:14]1[CH:13]=[CH:12][C:11]([C:10]2[N:9]([C:18]3[CH:23]=[CH:22][C:21]([Cl:24])=[CH:20][C:19]=3[Cl:25])[N:8]=[C:7]3[C:6]=2[CH:5]=[CH:4][N:3]=[C:2]3[N:32]2[CH2:31][CH2:30][C:29]([NH:28][CH2:26][CH3:27])([C:35]([NH2:37])=[O:36])[CH2:34][CH2:33]2)=[CH:16][CH:15]=1, predict the reactants needed to synthesize it. The reactants are: Cl[C:2]1[C:7]2=[N:8][N:9]([C:18]3[CH:23]=[CH:22][C:21]([Cl:24])=[CH:20][C:19]=3[Cl:25])[C:10]([C:11]3[CH:16]=[CH:15][C:14]([Cl:17])=[CH:13][CH:12]=3)=[C:6]2[CH:5]=[CH:4][N:3]=1.[CH2:26]([NH:28][C:29]1([C:35]([NH2:37])=[O:36])[CH2:34][CH2:33][NH:32][CH2:31][CH2:30]1)[CH3:27].C(N(CC)CC)C. (7) Given the product [S:11]1[C:6]2=[C:7]([NH2:10])[CH:8]=[CH:9][C:4]([NH2:1])=[C:5]2[N:14]=[C:12]1[NH2:13], predict the reactants needed to synthesize it. The reactants are: [N+:1]([C:4]1[CH:9]=[CH:8][C:7]([NH2:10])=[C:6]([S:11][C:12]#[N:13])[C:5]=1[NH2:14])([O-])=O.O.O.[Sn](Cl)(Cl)(Cl)Cl.